This data is from Forward reaction prediction with 1.9M reactions from USPTO patents (1976-2016). The task is: Predict the product of the given reaction. (1) Given the reactants C(OC([N:8]1[CH2:13][CH2:12][CH:11]([N:14]2[CH:18]=[C:17]([C:19]3[CH:20]=[C:21]4[C:27]([CH2:28][C:29]5[C:30]([F:46])=[N:31][C:32]([NH:35][CH2:36][C:37]6[C:38]([O:44][CH3:45])=[N:39][CH:40]=[C:41]([F:43])[CH:42]=6)=[CH:33][CH:34]=5)=[CH:26][N:25](S(C5C=CC=CC=5)(=O)=O)[C:22]4=[N:23][CH:24]=3)[CH:16]=[N:15]2)[CH2:10][CH2:9]1)=O)(C)(C)C.[OH-].[K+].C(O)(=O)CC(CC(O)=O)(C(O)=O)O.C(OC(N1CCC(N2C=C(C3C=C4C(CC5C(F)=NC(NCC6C(OC)=NC=C(F)C=6)=CC=5)=CNC4=NC=3)C=N2)CC1)=O)(C)(C)C.FC(F)(F)C(O)=O.C(=O)(O)[O-].[Na+], predict the reaction product. The product is: [F:43][C:41]1[CH:42]=[C:37]([CH2:36][NH:35][C:32]2[CH:33]=[CH:34][C:29]([CH2:28][C:27]3[C:21]4[C:22](=[N:23][CH:24]=[C:19]([C:17]5[CH:16]=[N:15][N:14]([CH:11]6[CH2:12][CH2:13][NH:8][CH2:9][CH2:10]6)[CH:18]=5)[CH:20]=4)[NH:25][CH:26]=3)=[C:30]([F:46])[N:31]=2)[C:38]([O:44][CH3:45])=[N:39][CH:40]=1. (2) Given the reactants [NH:1]([C:3]1[N:4]=[C:5]2[C:10](=[CH:11][CH:12]=1)[NH:9][C:8](=[O:13])[C:7]([C:14]1[CH:19]=[CH:18][CH:17]=[CH:16][CH:15]=1)=[CH:6]2)[NH2:2].CCN(C(C)C)[CH:23]([CH3:25])[CH3:24].CN(C=[O:33])C, predict the reaction product. The product is: [O:13]=[C:8]1[C:7]([C:14]2[CH:19]=[CH:18][CH:17]=[CH:16][CH:15]=2)=[CH:6][C:5]2[N:4]=[C:3]([NH:1][NH:2][C:24](=[O:33])[CH2:23][CH3:25])[CH:12]=[CH:11][C:10]=2[NH:9]1. (3) Given the reactants [CH3:1][O:2][C:3](=[O:19])[CH:4]([NH:11][C:12]([O:14][C:15]([CH3:18])([CH3:17])[CH3:16])=[O:13])P(OC)(OC)=O.CC1(C)[O:26][C:25](=O)[CH:24]=[C:23]([CH3:28])O1.N1C(C)=CC=CC=1C, predict the reaction product. The product is: [CH3:1][O:2][C:3]([CH:4]1[C:23]([CH3:28])=[CH:24][C:25](=[O:26])[N:11]1[C:12]([O:14][C:15]([CH3:16])([CH3:17])[CH3:18])=[O:13])=[O:19]. (4) Given the reactants [F:1][C:2]1[CH:3]=[C:4]([CH3:11])[C:5]([OH:10])=[C:6]([CH:9]=1)[CH:7]=O.Br[CH2:13][C:14]([O:16][CH2:17][CH3:18])=[O:15].C(=O)([O-])[O-].[K+].[K+], predict the reaction product. The product is: [F:1][C:2]1[CH:3]=[C:4]([CH3:11])[C:5]2[O:10][C:13]([C:14]([O:16][CH2:17][CH3:18])=[O:15])=[CH:7][C:6]=2[CH:9]=1. (5) Given the reactants C[O:2][C:3]1[CH:19]=[CH:18][C:6]2[N:7]=[C:8]([C:10]3[CH:15]=[CH:14][CH:13]=[C:12]([O:16]C)[CH:11]=3)[S:9][C:5]=2[CH:4]=1.B(Br)(Br)Br, predict the reaction product. The product is: [OH:2][C:3]1[CH:19]=[CH:18][C:6]2[N:7]=[C:8]([C:10]3[CH:15]=[CH:14][CH:13]=[C:12]([OH:16])[CH:11]=3)[S:9][C:5]=2[CH:4]=1. (6) Given the reactants [CH:1]1([S:4]([C:7]2[CH:12]=[CH:11][C:10]([CH:13]([O:17][CH:18]3[CH2:23][CH2:22][O:21][CH2:20][CH2:19]3)[C:14](O)=[O:15])=[CH:9][CH:8]=2)(=[O:6])=[O:5])[CH2:3][CH2:2]1.[CH:24]([O:27][C:28]1[N:33]=[C:32]2[S:34][C:35]([NH2:37])=[N:36][C:31]2=[CH:30][CH:29]=1)([CH3:26])[CH3:25].C1C=CC2N(O)N=NC=2C=1.CCN=C=NCCCN(C)C.CN1CCOCC1, predict the reaction product. The product is: [CH:1]1([S:4]([C:7]2[CH:12]=[CH:11][C:10]([CH:13]([O:17][CH:18]3[CH2:23][CH2:22][O:21][CH2:20][CH2:19]3)[C:14]([NH:37][C:35]3[S:34][C:32]4[C:31]([N:36]=3)=[CH:30][CH:29]=[C:28]([O:27][CH:24]([CH3:26])[CH3:25])[N:33]=4)=[O:15])=[CH:9][CH:8]=2)(=[O:6])=[O:5])[CH2:3][CH2:2]1. (7) The product is: [Cl:14][C:15]1[CH:16]=[CH:17][C:18]([N:21]2[CH2:26][CH2:25][N:24]([C:11](=[O:13])[CH2:10][NH:9][C:1](=[O:8])[C:2]3[CH:3]=[CH:4][CH:5]=[CH:6][CH:7]=3)[CH2:23][CH2:22]2)=[CH:19][CH:20]=1. Given the reactants [C:1]([NH:9][CH2:10][C:11]([OH:13])=O)(=[O:8])[C:2]1[CH:7]=[CH:6][CH:5]=[CH:4][CH:3]=1.[Cl:14][C:15]1[CH:20]=[CH:19][C:18]([N:21]2[CH2:26][CH2:25][NH:24][CH2:23][CH2:22]2)=[CH:17][CH:16]=1.C1C=CC2N(O)N=NC=2C=1.C(Cl)CCl.CCN(C(C)C)C(C)C, predict the reaction product. (8) Given the reactants C(N1C=CN=C1)(N1C=CN=C1)=O.[C:13]([C:15]1[CH:16]=[CH:17][C:18]([CH:24]2[N:29]([CH3:30])[C:28](=[O:31])[N:27]([C:32]3[CH:37]=[CH:36][CH:35]=[C:34]([C:38]([F:41])([F:40])[F:39])[CH:33]=3)[C:26]3[CH2:42][CH2:43][NH:44][C:45](=[O:46])[C:25]2=3)=[C:19]([CH:23]=1)[C:20](O)=[O:21])#[N:14].[BH4-].[Na+].Cl, predict the reaction product. The product is: [OH:21][CH2:20][C:19]1[CH:23]=[C:15]([CH:16]=[CH:17][C:18]=1[CH:24]1[N:29]([CH3:30])[C:28](=[O:31])[N:27]([C:32]2[CH:37]=[CH:36][CH:35]=[C:34]([C:38]([F:41])([F:39])[F:40])[CH:33]=2)[C:26]2[CH2:42][CH2:43][NH:44][C:45](=[O:46])[C:25]1=2)[C:13]#[N:14]. (9) Given the reactants [CH2:1]([NH:4][C:5]1[C:6]([CH3:18])=[C:7]([CH:11]=[CH:12][C:13]=1[S:14]([CH3:17])(=[O:16])=[O:15])[C:8]([OH:10])=O)[CH:2]=[CH2:3].[OH:19][C:20]1[N:24]([CH3:25])[N:23]=[CH:22][CH:21]=1.Cl.CN(C)CCCN=C=NCC.CCN(CC)CC.[Si](C#N)(C)(C)C.[C-]#N.[K+], predict the reaction product. The product is: [CH2:1]([NH:4][C:5]1[C:6]([CH3:18])=[C:7]([CH:11]=[CH:12][C:13]=1[S:14]([CH3:17])(=[O:16])=[O:15])[C:8]([C:21]1[CH:22]=[N:23][N:24]([CH3:25])[C:20]=1[OH:19])=[O:10])[CH:2]=[CH2:3]. (10) Given the reactants CC([N:5]([CH2:9][C@@H:10]([NH:18][C:19]([C:21]1[S:22][C:23]([Cl:32])=[C:24]([C:26]2[N:30]([CH3:31])[N:29]=[N:28][CH:27]=2)[CH:25]=1)=[O:20])[CH2:11][CH:12]1[CH2:17][CH2:16][CH2:15][CH2:14][CH2:13]1)C(=O)[O-])(C)C.C1C(=O)N([Br:40])C(=O)C1, predict the reaction product. The product is: [NH2:5][CH2:9][C@@H:10]([NH:18][C:19]([C:21]1[S:22][C:23]([Cl:32])=[C:24]([C:26]2[N:30]([CH3:31])[N:29]=[N:28][C:27]=2[Br:40])[CH:25]=1)=[O:20])[CH2:11][CH:12]1[CH2:17][CH2:16][CH2:15][CH2:14][CH2:13]1.